Dataset: Experimentally validated miRNA-target interactions with 360,000+ pairs, plus equal number of negative samples. Task: Binary Classification. Given a miRNA mature sequence and a target amino acid sequence, predict their likelihood of interaction. (1) The miRNA is hsa-miR-4420 with sequence GUCACUGAUGUCUGUAGCUGAG. The protein sequence of the target gene is MARRGFSCLLLSTTATDLPVKRRT. Result: 0 (no interaction). (2) The miRNA is mmu-miR-100-5p with sequence AACCCGUAGAUCCGAACUUGUG. The protein sequence of the target gene is MAEPSAATQSHSISSSSFGAEPSAPGGGGSPGACPALGTKSCSSSCADSFVSSSSSQPVSLFSTSQEGLSSLCSDEPSSEIMTSSFLSSSEIHNTGLTILHGEKSHVLGSQPILAKEGKDHLDLLDMKKMEKPQGTSNNVSDSSVSLAAGVHCDRPSIPASFPEHPAFLSKKIGQVEEQIDKETKNPNGVSSREAKTALDADDRFTLLTAQKPPTEYSKVEGIYTYSLSPSKVSGDDVIEKDSPESPFEVIIDKAAFDKEFKDSYKESTDDFGSWSVHTDKESSEDISETNDKLFPLRNK.... Result: 0 (no interaction). (3) The miRNA is hsa-miR-203a-5p with sequence AGUGGUUCUUAACAGUUCAACAGUU. Result: 0 (no interaction). The protein sequence of the target gene is MCNTPTYCDLGKAAKDVFNKGYGFGMVKIDLKTKSCSGVEFSTSGHAYTDTGKASGNLETKYKVCNYGLTFTQKWNTDNTLGTEISWENKLAEGLKLTLDTIFVPNTGKKSGKLKASYKRDCFSVGSNVDIDFSGPTIYGWAVLAFEGWLAGYQMSFDTAKSKLSQNNFALGYKAADFQLHTHVNDGTEFGGSIYQKVNEKIETSINLAWTAGSNNTRFGIAAKYMLDCRTSLSAKVNNASLIGLGYTQTLRPGVKLTLSALIDGKNFSAGGHKVGLGFELEA. (4) The miRNA is hsa-miR-23a-5p with sequence GGGGUUCCUGGGGAUGGGAUUU. The protein sequence of the target gene is MARTKQTARKSTGGKAPRKQLATKVARKSAPATGGVKKPHRYRPGTVALREIRRYQKSTELLIRKLPFQRLMREIAQDFKTDLRFQSSAVMALQEACESYLVGLFEDTNLCVIHAKRVTIMPKDIQLARRIRGERA. Result: 0 (no interaction). (5) The miRNA is hsa-miR-4763-5p with sequence CGCCUGCCCAGCCCUCCUGCU. The protein sequence of the target gene is MSVSNLSWLKKKSQSVDITAPGFNPLGGAGKQAPQASKPPAPKTPIIEEEQNNSANTQKHPSRKSELKRFYTIDTGQKKTLDKKDGRRMSFQKPKGTIEYTVESRDSLNSIALKFDTTPNELVQLNKLFSRAVVTGQVLYVPDPEYVSSVESSPSLSPVSPLSPTSSEAEFDKTTTPDVAHPKEAPPASTVSGIRPARVVSSTSEEEEAFTEKFLKINCKYITIGKGTVSGVLLVTPNNIMFDPHKTDPLVQENGCEEYGIMCPMEEVMSAAMYKEILDSKIKESLPIELDQLSGRGSCH.... Result: 0 (no interaction). (6) The protein sequence of the target gene is MEQDRTNHVEGNRLSPFLIPSPPICQTEPLATKLQNGSPLPERAHPEVNGDTKWHSFKSYYGIPCMKGSQNSRVSPDFTQESRGYSKCLQNGGIKRTVSEPSLSGLLQIKKLKQDQKANGERRNFGVSQERNPGESSQPNVSDLSDKKESVSSVAQENAVKDFTSFSTHNCSGPENPELQILNEQEGKSANYHDKNIVLLKNKAVLMPNGATVSASSVEHTHGELLEKTLSQYYPDCVSIAVQKTTSHINAINSQATNELSCEITHPSHTSGQINSAQTSNSELPPKPAAVVSEACDADD.... Result: 0 (no interaction). The miRNA is hsa-miR-6781-3p with sequence UGCCUCUUUUCCACGGCCUCAG. (7) The miRNA is hsa-let-7a-2-3p with sequence CUGUACAGCCUCCUAGCUUUCC. Result: 0 (no interaction). The protein sequence of the target gene is MVAGMLMPLDRLRAIYEVLFREGVMVAKKDRRPRSLHPHVPGVTNLQVMRAMASLKARGLVRETFAWCHFYWYLTNEGIDHLRQYLHLPPEIVPASLQRVRRPVAMVIPARRRSPHVQTMQGPLGCPPKRGPLPAEDPAREERQVYRRKEREEGAPETPVVSATTVGTLARPGPEPAPATDERDRVQKKTFTKWVNKHLIKHWRAEAQRHISDLYEDLRDGHNLISLLEVLSGDSLPREKGRMRFHKLQNVQIALDYLRHRQVKLVNIRNDDIADGNPKLTLGLIWTIILHFQISDIQVS....